From a dataset of Catalyst prediction with 721,799 reactions and 888 catalyst types from USPTO. Predict which catalyst facilitates the given reaction. Reactant: C(OC([NH:11][C@H:12]1[CH2:17][CH2:16][N:15]([C:18]2[CH:19]=[C:20]([CH:25]=[C:26]([O:28][CH3:29])[CH:27]=2)[C:21]([O:23][CH3:24])=[O:22])[CH2:14][C@H:13]1[O:30][CH3:31])=O)C1C=CC=CC=1.CO. Product: [NH2:11][C@H:12]1[CH2:17][CH2:16][N:15]([C:18]2[CH:19]=[C:20]([CH:25]=[C:26]([O:28][CH3:29])[CH:27]=2)[C:21]([O:23][CH3:24])=[O:22])[CH2:14][C@H:13]1[O:30][CH3:31]. The catalyst class is: 849.